Task: Predict the reactants needed to synthesize the given product.. Dataset: Full USPTO retrosynthesis dataset with 1.9M reactions from patents (1976-2016) (1) Given the product [CH3:35][C@:8]12[C@@:7]3([CH3:36])[C@@H:16]([C@:17]4([CH3:20])[C@@H:4]([CH2:5][CH2:6]3)[C:3]([CH3:37])([CH3:38])[C:2](=[O:1])[CH2:19][CH2:18]4)[CH2:15][CH2:14][C@@H:13]1[C@H:12]1[C@H:21]([C:24]([CH3:26])=[CH2:25])[CH2:22][CH2:23][C@:11]1([NH:27][C:28](=[O:34])[O:29][C:30]([CH3:33])([CH3:32])[CH3:31])[CH2:10][CH2:9]2, predict the reactants needed to synthesize it. The reactants are: [OH:1][C@H:2]1[CH2:19][CH2:18][C@@:17]2([CH3:20])[C@@H:4]([CH2:5][CH2:6][C@:7]3([CH3:36])[C@@H:16]2[CH2:15][CH2:14][C@H:13]2[C@@:8]3([CH3:35])[CH2:9][CH2:10][C@@:11]3([NH:27][C:28](=[O:34])[O:29][C:30]([CH3:33])([CH3:32])[CH3:31])[CH2:23][CH2:22][C@@H:21]([C:24]([CH3:26])=[CH2:25])[C@@H:12]32)[C:3]1([CH3:38])[CH3:37].[Cr](Cl)([O-])(=O)=O.[NH+]1C=CC=CC=1. (2) Given the product [Br:26][C:27]1[C:28]([NH:33][C:7](=[O:25])[CH2:8][C:9]2[CH2:10][CH2:11][N:12]([C:15]([O:17][CH2:18][C:19]3[CH:20]=[CH:21][CH:22]=[CH:23][CH:24]=3)=[O:16])[CH2:13][CH:14]=2)=[N:29][CH:30]=[CH:31][CH:32]=1, predict the reactants needed to synthesize it. The reactants are: C[Al](C)C.CO[C:7](=[O:25])[CH2:8][C:9]1[CH2:10][CH2:11][N:12]([C:15]([O:17][CH2:18][C:19]2[CH:24]=[CH:23][CH:22]=[CH:21][CH:20]=2)=[O:16])[CH2:13][CH:14]=1.[Br:26][C:27]1[C:28]([NH2:33])=[N:29][CH:30]=[CH:31][CH:32]=1. (3) The reactants are: [CH3:1][C:2]1[CH:13]=[C:5]2[N:6]=[CH:7][C:8]([C:10]([OH:12])=O)=[CH:9][N:4]2[N:3]=1.C(Cl)(=O)C(Cl)=O.C(=O)([O-])[O-].[K+].[K+].[NH2:26][CH2:27][C:28]1([NH2:33])[CH2:32][CH2:31][CH2:30][CH2:29]1.Cl. Given the product [NH2:33][C:28]1([CH2:27][NH:26][C:10]([C:8]2[CH:7]=[N:6][C:5]3[N:4]([N:3]=[C:2]([CH3:1])[CH:13]=3)[CH:9]=2)=[O:12])[CH2:32][CH2:31][CH2:30][CH2:29]1, predict the reactants needed to synthesize it. (4) Given the product [CH:24]1([CH2:23][N:6]2[C:5]([CH2:1][CH:2]([CH3:4])[CH3:3])=[CH:9][N:8]([C:10]3[CH:15]=[CH:14][CH:13]=[CH:12][C:11]=3[O:16][C:17]([F:20])([F:18])[F:19])[C:7]2=[O:21])[CH2:26][CH2:25]1, predict the reactants needed to synthesize it. The reactants are: [CH2:1]([C:5]1[NH:6][C:7](=[O:21])[N:8]([C:10]2[CH:15]=[CH:14][CH:13]=[CH:12][C:11]=2[O:16][C:17]([F:20])([F:19])[F:18])[CH:9]=1)[CH:2]([CH3:4])[CH3:3].Br[CH2:23][CH:24]1[CH2:26][CH2:25]1. (5) Given the product [F:28][C:25]1[CH:26]=[CH:27][C:20]2=[C:21]([CH:24]=1)[O:22][CH2:23][C:17]1[CH:16]=[C:15]([CH2:14][N:5]3[C:6]4[CH:11]=[CH:10][N:9]=[CH:8][C:7]=4[N:12]=[C:4]3[CH2:1][CH2:2][CH3:3])[CH:34]=[CH:33][C:18]=1/[C:19]/2=[C:29](/[CH3:32])\[C:30]#[N:31], predict the reactants needed to synthesize it. The reactants are: [CH2:1]([C:4]1[NH:5][C:6]2[CH:11]=[CH:10][N:9]=[CH:8][C:7]=2[N:12]=1)[CH2:2][CH3:3].Br[CH2:14][C:15]1[CH:34]=[CH:33][C:18]2/[C:19](=[C:29](/[CH3:32])\[C:30]#[N:31])/[C:20]3[CH:27]=[CH:26][C:25]([F:28])=[CH:24][C:21]=3[O:22][CH2:23][C:17]=2[CH:16]=1.